Dataset: Full USPTO retrosynthesis dataset with 1.9M reactions from patents (1976-2016). Task: Predict the reactants needed to synthesize the given product. Given the product [Cl:1][C:2]1[CH:7]=[CH:6][C:5]([C:8]2[CH:9]=[CH:10][C:11]([NH:14][C:15](=[O:32])[CH2:16][CH2:17][C:18]3[CH:23]=[CH:22][C:21]([CH2:24][N:25]4[CH2:26][CH2:27][CH:28]([CH3:31])[CH2:29][CH2:30]4)=[CH:20][CH:19]=3)=[CH:12][CH:13]=2)=[CH:4][CH:3]=1, predict the reactants needed to synthesize it. The reactants are: [Cl:1][C:2]1[CH:7]=[CH:6][C:5]([C:8]2[CH:13]=[CH:12][C:11]([NH:14][C:15](=[O:32])/[CH:16]=[CH:17]/[C:18]3[CH:23]=[CH:22][C:21]([CH2:24][N:25]4[CH2:30][CH2:29][CH:28]([CH3:31])[CH2:27][CH2:26]4)=[CH:20][CH:19]=3)=[CH:10][CH:9]=2)=[CH:4][CH:3]=1.